This data is from Forward reaction prediction with 1.9M reactions from USPTO patents (1976-2016). The task is: Predict the product of the given reaction. (1) The product is: [C:43]([O:42][C:40]([O:41][C:22]1[CH:23]=[C:24]2[C:19](=[CH:20][CH:21]=1)[N:18]=[C:17]([CH2:16][N:13]1[CH2:14][CH2:15][N:10]([C:5]3[CH:6]=[CH:7][CH:8]=[C:9]4[C:4]=3[CH:3]=[CH:2][NH:1]4)[CH2:11][CH2:12]1)[CH:26]=[CH:25]2)=[O:39])([CH3:46])([CH3:45])[CH3:44]. Given the reactants [NH:1]1[C:9]2[C:4](=[C:5]([N:10]3[CH2:15][CH2:14][N:13]([CH2:16][C:17]4[CH:26]=[CH:25][C:24]5[C:19](=[CH:20][CH:21]=[CH:22][CH:23]=5)[N:18]=4)[CH2:12][CH2:11]3)[CH:6]=[CH:7][CH:8]=2)[CH:3]=[CH:2]1.BrCC1C=CC2C(=CC=C([O:39][C:40]([O:42][C:43]([CH3:46])([CH3:45])[CH3:44])=[O:41])C=2)N=1, predict the reaction product. (2) Given the reactants [Br:1][C:2]1[CH:3]=[C:4]([C:12]2[O:13][CH:14]=[CH:15][CH:16]=2)[CH:5]=[C:6]([O:10][CH3:11])[C:7]=1[O:8][CH3:9].CON(C)[C:20](=[O:36])[CH:21]([O:34][CH3:35])[C:22]1[CH:27]=[CH:26][C:25]([C:28]2[O:29][C:30]([CH3:33])=[N:31][N:32]=2)=[CH:24][CH:23]=1, predict the reaction product. The product is: [Br:1][C:2]1[CH:3]=[C:4]([C:12]2[O:13][C:14]([C:20](=[O:36])[CH:21]([O:34][CH3:35])[C:22]3[CH:23]=[CH:24][C:25]([C:28]4[O:29][C:30]([CH3:33])=[N:31][N:32]=4)=[CH:26][CH:27]=3)=[CH:15][CH:16]=2)[CH:5]=[C:6]([O:10][CH3:11])[C:7]=1[O:8][CH3:9]. (3) Given the reactants [N:1]([O-])=O.[Na+].[Cl:5][C:6]1[C:7]([CH3:13])=[C:8]([NH2:12])[CH:9]=[CH:10][CH:11]=1.[Sn](Cl)Cl, predict the reaction product. The product is: [ClH:5].[Cl:5][C:6]1[C:7]([CH3:13])=[C:8]([NH:12][NH2:1])[CH:9]=[CH:10][CH:11]=1. (4) Given the reactants [CH:1]1([O:5][C:6]2[CH:7]=[C:8]([CH:12]=[CH:13][CH:14]=2)[C:9]([OH:11])=O)[CH2:4][CH2:3][CH2:2]1.[NH2:15][C@@H:16]1[C@H:20]2[O:21][CH2:22][C@H:23]([NH:24][C:25]([CH:27]3[CH2:29][CH2:28]3)=[O:26])[C@H:19]2[O:18][CH2:17]1, predict the reaction product. The product is: [CH:1]1([O:5][C:6]2[CH:7]=[C:8]([CH:12]=[CH:13][CH:14]=2)[C:9]([NH:15][C@H:16]2[CH2:17][O:18][C@@H:19]3[C@@H:23]([NH:24][C:25]([CH:27]4[CH2:28][CH2:29]4)=[O:26])[CH2:22][O:21][C@H:20]23)=[O:11])[CH2:2][CH2:3][CH2:4]1. (5) Given the reactants I[C:2]1[CH:11]=[CH:10][C:9]([O:12][CH2:13][C:14]2[CH:19]=[CH:18][C:17]([O:20][CH3:21])=[CH:16][CH:15]=2)=[C:8]2[C:3]=1[CH:4]=[CH:5][CH:6]=[N:7]2.N1CCC[C@H]1C([O-])=O.[Na+].[CH3:31][C:32]1[CH:37]=[CH:36][C:35]([S:38]([O-:40])=[O:39])=[CH:34][CH:33]=1.[Na+], predict the reaction product. The product is: [CH3:21][O:20][C:17]1[CH:18]=[CH:19][C:14]([CH2:13][O:12][C:9]2[CH:10]=[CH:11][C:2]([S:38]([C:35]3[CH:36]=[CH:37][C:32]([CH3:31])=[CH:33][CH:34]=3)(=[O:40])=[O:39])=[C:3]3[C:8]=2[N:7]=[CH:6][CH:5]=[CH:4]3)=[CH:15][CH:16]=1.